From a dataset of Forward reaction prediction with 1.9M reactions from USPTO patents (1976-2016). Predict the product of the given reaction. (1) Given the reactants [P:1]([O:13][CH2:14][C@@H:15]1[C@@H:22]2[C@@H:18]([O:19][C:20]([CH3:24])([CH3:23])[O:21]2)[C@H:17]([N:25]2[CH:30]=[C:29](Br)[C:28](=[O:32])[NH:27][C:26]2=[O:33])[O:16]1)([O:8][C:9]([CH3:12])([CH3:11])[CH3:10])([O:3][C:4]([CH3:7])([CH3:6])[CH3:5])=[O:2].[C-:34]#[N:35].[Na+].C(=O)(O)[O-].[Na+], predict the reaction product. The product is: [P:1]([O:13][CH2:14][C@@H:15]1[C@@H:22]2[C@@H:18]([O:19][C:20]([CH3:24])([CH3:23])[O:21]2)[C@H:17]([N:25]2[C:30]([C:34]#[N:35])=[CH:29][C:28](=[O:32])[NH:27][C:26]2=[O:33])[O:16]1)([O:8][C:9]([CH3:12])([CH3:11])[CH3:10])([O:3][C:4]([CH3:7])([CH3:6])[CH3:5])=[O:2]. (2) Given the reactants [O-:1][N+:2]1[C:7]2[CH:8]=[CH:9][CH:10]=[CH:11][C:6]=2[N+:5]([O-:12])=[C:4]([NH:13][CH2:14][CH2:15][CH2:16][NH2:17])[N:3]=1.N1([C:23]([C:25]2[C:38]3[C:29](=[CH:30][C:31]4[C:36]([N:37]=3)=[CH:35][CH:34]=[CH:33][CH:32]=4)[CH:28]=[CH:27][CH:26]=2)=[O:24])C=CN=C1, predict the reaction product. The product is: [O-:1][N+:2]1[C:7]2[CH:8]=[CH:9][CH:10]=[CH:11][C:6]=2[N+:5]([O-:12])=[C:4]([NH:13][CH2:14][CH2:15][CH2:16][NH:17][C:23]([C:25]2[C:38]3[C:29](=[CH:30][C:31]4[C:36]([N:37]=3)=[CH:35][CH:34]=[CH:33][CH:32]=4)[CH:28]=[CH:27][CH:26]=2)=[O:24])[N:3]=1.